From a dataset of Full USPTO retrosynthesis dataset with 1.9M reactions from patents (1976-2016). Predict the reactants needed to synthesize the given product. (1) Given the product [NH2:15][C:7]1[C:6]([C:4]([C:18]2[CH:23]=[C:22]([CH3:24])[CH:21]=[CH:20][C:19]=2[O:25][CH3:26])=[O:5])=[CH:11][N:10]=[C:9]([S:12][CH2:13][CH3:14])[N:8]=1, predict the reactants needed to synthesize it. The reactants are: CON(C)[C:4]([C:6]1[C:7]([NH2:15])=[N:8][C:9]([S:12][CH2:13][CH3:14])=[N:10][CH:11]=1)=[O:5].Br[C:18]1[CH:23]=[C:22]([CH3:24])[CH:21]=[CH:20][C:19]=1[O:25][CH3:26]. (2) Given the product [Cl:1][C:2]1[CH:3]=[C:4]2[C:8](=[CH:9][CH:10]=1)[N:7]([NH:11][C:19]([NH:18][C:12]1[CH:17]=[CH:16][CH:15]=[CH:14][CH:13]=1)=[O:20])[CH:6]=[CH:5]2, predict the reactants needed to synthesize it. The reactants are: [Cl:1][C:2]1[CH:3]=[C:4]2[C:8](=[CH:9][CH:10]=1)[N:7]([NH2:11])[CH:6]=[CH:5]2.[C:12]1([N:18]=[C:19]=[O:20])[CH:17]=[CH:16][CH:15]=[CH:14][CH:13]=1. (3) Given the product [F:25][C:26]1[CH:31]=[CH:30][CH:29]=[CH:28][C:27]=1[C:13]1[CH:14]=[CH:15][CH:16]=[C:11]([C:8]2[N:5]3[CH:6]=[CH:7][C:2]([CH3:1])=[N:3][C:4]3=[N:10][CH:9]=2)[CH:12]=1, predict the reactants needed to synthesize it. The reactants are: [CH3:1][C:2]1[CH:7]=[CH:6][N:5]2[C:8]([C:11]3[CH:12]=[C:13](OS(C(F)(F)F)(=O)=O)[CH:14]=[CH:15][CH:16]=3)=[CH:9][N:10]=[C:4]2[N:3]=1.[F:25][C:26]1[CH:31]=[CH:30][CH:29]=[CH:28][C:27]=1B(O)O. (4) Given the product [CH3:25][S:26]([O:1][CH2:2][CH2:3][CH2:4][CH2:5][O:6][C:7]1[CH:8]=[CH:9][C:10]2[CH2:11][CH2:12][C:13](=[O:17])[NH:14][C:15]=2[N:16]=1)(=[O:28])=[O:27], predict the reactants needed to synthesize it. The reactants are: [OH:1][CH2:2][CH2:3][CH2:4][CH2:5][O:6][C:7]1[N:16]=[C:15]2[C:10]([CH2:11][CH2:12][C:13](=[O:17])[NH:14]2)=[CH:9][CH:8]=1.CCN(CC)CC.[CH3:25][S:26](Cl)(=[O:28])=[O:27]. (5) Given the product [C:1]([O:5][C:6]([NH:8][C@:9]([CH3:40])([CH2:20][CH2:21][C:22]1[N:23]([CH3:39])[C:24]([C:27](=[O:38])[CH2:28][CH2:29][CH2:30][CH2:31][C:32]2[CH:37]=[CH:36][CH:35]=[CH:34][CH:33]=2)=[CH:25][CH:26]=1)[CH2:10][CH2:11][P:12](=[O:19])([O:13][CH2:14][CH3:15])[O:16][CH2:17][CH3:18])=[O:7])([CH3:2])([CH3:3])[CH3:4], predict the reactants needed to synthesize it. The reactants are: [C:1]([O:5][C:6]([NH:8][C@:9]([CH3:40])([CH2:20][CH2:21][C:22]1[N:23]([CH3:39])[C:24]([C:27](=[O:38])[CH2:28][CH2:29][CH2:30][CH2:31][C:32]2[CH:37]=[CH:36][CH:35]=[CH:34][CH:33]=2)=[CH:25][CH:26]=1)[CH:10]=[CH:11][P:12](=[O:19])([O:16][CH2:17][CH3:18])[O:13][CH2:14][CH3:15])=[O:7])([CH3:4])([CH3:3])[CH3:2]. (6) The reactants are: [CH3:1][O:2][C:3]1[CH:8]=[CH:7][C:6]([NH:9][C:10]2[CH:15]=[CH:14][CH:13]=[CH:12][CH:11]=2)=[C:5]([CH3:16])[CH:4]=1.I[C:18]1[CH:23]=[CH:22][C:21]([C:24]2[CH:29]=[CH:28][C:27]([C:30]3[CH:35]=[CH:34][C:33](I)=[CH:32][CH:31]=3)=[CH:26][CH:25]=2)=[CH:20][CH:19]=1.[C:37](=[O:40])([O-])[O-].[K+].[K+].CCCCC[CH2:48][CH2:49][CH2:50][CH2:51][CH2:52][CH2:53][CH3:54]. Given the product [CH3:1][O:2][C:3]1[CH:8]=[CH:7][C:6]([N:9]([C:10]2[CH:11]=[CH:12][CH:13]=[CH:14][CH:15]=2)[C:18]2[CH:23]=[CH:22][C:21]([C:24]3[CH:29]=[CH:28][C:27]([C:30]4[CH:35]=[CH:34][C:33]([N:9]([C:54]5[CH:53]=[CH:52][C:51]([O:40][CH3:37])=[CH:50][C:49]=5[CH3:48])[C:6]5[CH:7]=[CH:8][CH:3]=[CH:4][CH:5]=5)=[CH:32][CH:31]=4)=[CH:26][CH:25]=3)=[CH:20][CH:19]=2)=[C:5]([CH3:16])[CH:4]=1, predict the reactants needed to synthesize it. (7) Given the product [O:1]1[C:6]2[CH:7]=[CH:8][C:9]([S:11][C:12]3[CH:17]=[CH:16][C:15]([C:18]4[CH:19]=[CH:20][N:21]=[C:22]([N:38]5[CH2:39][CH:35]([OH:34])[CH2:36][CH:37]5[C:40]([OH:42])=[O:41])[CH:23]=4)=[CH:14][C:13]=3[C:24]([F:25])([F:26])[F:27])=[CH:10][C:5]=2[O:4][CH2:3][CH2:2]1, predict the reactants needed to synthesize it. The reactants are: [O:1]1[C:6]2[CH:7]=[CH:8][C:9]([S:11][C:12]3[CH:17]=[CH:16][C:15]([C:18]4[CH:23]=[CH:22][N:21]=[CH:20][CH:19]=4)=[CH:14][C:13]=3[C:24]([F:27])([F:26])[F:25])=[CH:10][C:5]=2[O:4][CH2:3][CH2:2]1.OC1CCNC1.[OH:34][C@H:35]1[CH2:39][NH:38][C@@H:37]([C:40]([OH:42])=[O:41])[CH2:36]1. (8) The reactants are: [CH3:1][CH:2]1[O:6][C:5]2[CH:7]=[CH:8][CH:9]=[CH:10][C:4]=2[O:3]1.[C:11](OC(=O)C)(=[O:13])[CH3:12].B(F)(F)F. Given the product [C:11]([C:8]1[CH:9]=[CH:10][C:4]2[O:3][CH:2]([CH3:1])[O:6][C:5]=2[CH:7]=1)(=[O:13])[CH3:12], predict the reactants needed to synthesize it.